From a dataset of Reaction yield outcomes from USPTO patents with 853,638 reactions. Predict the reaction yield, written as a fraction of the theoretical maximum amount of product (1.0 means a 100% yield; for example, 0.34 means a 34% yield). (1) The reactants are [CH3:1][O:2][C:3]1[CH:10]=[C:9]([O:11][CH3:12])[CH:8]=[CH:7][C:4]=1[CH2:5][NH2:6].F[C:14]1[CH:22]=[N:21][CH:20]=[CH:19][C:15]=1[C:16]([OH:18])=[O:17]. No catalyst specified. The product is [CH3:1][O:2][C:3]1[CH:10]=[C:9]([O:11][CH3:12])[CH:8]=[CH:7][C:4]=1[CH2:5][NH:6][C:19]1[CH:20]=[N:21][CH:22]=[CH:14][C:15]=1[C:16]([OH:18])=[O:17]. The yield is 0.610. (2) The reactants are C(OC([N:8]1[C:12]([C:13]2[CH:18]=[CH:17][C:16]([NH:19][S:20]([CH2:23][CH3:24])(=[O:22])=[O:21])=[CH:15][CH:14]=2)=[CH:11][CH:10]=[C:9]1[C:25]#[N:26])=O)(C)(C)C. The catalyst is CC(N(C)C)=O. The product is [C:25]([C:9]1[NH:8][C:12]([C:13]2[CH:14]=[CH:15][C:16]([NH:19][S:20]([CH2:23][CH3:24])(=[O:22])=[O:21])=[CH:17][CH:18]=2)=[CH:11][CH:10]=1)#[N:26]. The yield is 0.900. (3) The reactants are [Br:1][C:2]1[CH:11]=[CH:10][C:5]([C:6]([O:8][CH3:9])=[O:7])=[C:4]([N+:12]([O-:14])=[O:13])[C:3]=1[OH:15].C(=O)([O-])[O-].[K+].[K+].CN(C)C=O.[CH2:27](Br)[C:28]1[CH:33]=[CH:32][CH:31]=[CH:30][CH:29]=1. The product is [CH2:27]([O:15][C:3]1[C:4]([N+:12]([O-:14])=[O:13])=[C:5]([CH:10]=[CH:11][C:2]=1[Br:1])[C:6]([O:8][CH3:9])=[O:7])[C:28]1[CH:33]=[CH:32][CH:31]=[CH:30][CH:29]=1. The catalyst is O. The yield is 0.970. (4) No catalyst specified. The yield is 0.960. The reactants are [Cl:1][C:2]1[C:11]([NH:12][NH2:13])=[N:10][C:9]2[C:4](=[CH:5][CH:6]=[C:7]([Cl:14])[CH:8]=2)[N:3]=1.[CH:15](OCC)(OCC)OCC. The product is [Cl:1][C:2]1[C:11]2[N:10]([CH:15]=[N:13][N:12]=2)[C:9]2[C:4]([N:3]=1)=[CH:5][CH:6]=[C:7]([Cl:14])[CH:8]=2. (5) The reactants are [Br:1][C:2]1[C:3](F)=[C:4]2[C:10]([NH:11][C:12](=[O:16])[CH2:13][O:14][CH3:15])=[CH:9][NH:8][C:5]2=[N:6][CH:7]=1.[CH3:18][C:19]1([NH:25][C:26](=[O:32])[O:27][C:28]([CH3:31])([CH3:30])[CH3:29])[CH2:24][CH2:23][CH2:22][NH:21][CH2:20]1. The catalyst is CCCCO. The product is [NH2:25][C:19]1([CH3:18])[CH2:24][CH2:23][CH2:22][N:21]([C:3]2[C:2]([Br:1])=[CH:7][N:6]=[C:5]3[NH:8][CH:9]=[C:10]([NH:11][C:12](=[O:16])[CH2:13][O:14][CH3:15])[C:4]=23)[CH2:20]1.[Br:1][C:2]1[C:3]([N:21]2[CH2:22][CH2:23][CH2:24][C:19]([NH:25][C:26](=[O:32])[O:27][C:28]([CH3:31])([CH3:30])[CH3:29])([CH3:18])[CH2:20]2)=[C:4]2[C:10]([NH:11][C:12](=[O:16])[CH2:13][O:14][CH3:15])=[CH:9][NH:8][C:5]2=[N:6][CH:7]=1. The yield is 0.490. (6) The reactants are [CH2:1]([OH:4])[CH2:2][OH:3].N1C=CC=CC=1.Cl[Si:12]([CH:19]([CH3:21])[CH3:20])([CH:16]([CH3:18])[CH3:17])[CH:13]([CH3:15])[CH3:14]. The catalyst is O. The product is [CH:13]([Si:12]([CH:19]([CH3:21])[CH3:20])([CH:16]([CH3:18])[CH3:17])[O:3][CH2:2][CH2:1][OH:4])([CH3:15])[CH3:14]. The yield is 0.960.